From a dataset of Forward reaction prediction with 1.9M reactions from USPTO patents (1976-2016). Predict the product of the given reaction. (1) Given the reactants [N:1]1[CH:6]=[CH:5][CH:4]=[CH:3][C:2]=1[CH3:7].C([Li])CCC.[C:13]([O:17][C:18](=[O:35])[NH:19][C@@H:20]([C:29](=[O:34])N(OC)C)[CH2:21][C:22]1[CH:27]=[CH:26][CH:25]=[CH:24][C:23]=1[F:28])([CH3:16])([CH3:15])[CH3:14].OS([O-])(=O)=O.[Na+], predict the reaction product. The product is: [C:13]([O:17][C:18](=[O:35])[NH:19][C@H:20]([CH2:21][C:22]1[CH:27]=[CH:26][CH:25]=[CH:24][C:23]=1[F:28])[C:29](=[O:34])[CH2:7][C:2]1[CH:3]=[CH:4][CH:5]=[CH:6][N:1]=1)([CH3:16])([CH3:14])[CH3:15]. (2) Given the reactants [H-].[Na+:2].[C:3]([O:9][CH3:10])(=[O:8])[CH2:4][C:5]([CH3:7])=[O:6].[H][H], predict the reaction product. The product is: [CH3:10][O:9][C:3](=[O:8])/[CH:4]=[C:5](/[O-:6])\[CH3:7].[Na+:2]. (3) Given the reactants F[C:2]1[CH:3]=[C:4]([CH:7]=[C:8]([F:10])[CH:9]=1)[C:5]#[N:6].C(=O)([O-])[O-].[K+].[K+].CN(C=O)C.[CH3:22][S:23]([C:26]1[CH:31]=[CH:30][C:29]([OH:32])=[CH:28][CH:27]=1)(=[O:25])=[O:24], predict the reaction product. The product is: [F:10][C:8]1[CH:7]=[C:4]([CH:3]=[C:2]([O:32][C:29]2[CH:28]=[CH:27][C:26]([S:23]([CH3:22])(=[O:25])=[O:24])=[CH:31][CH:30]=2)[CH:9]=1)[C:5]#[N:6]. (4) Given the reactants CC[O:3][C:4](C)=[O:5].CCOCC.C(Cl)(Cl)Cl.[NH2:16][C@H:17]([C:22]([OH:24])=[O:23])[CH2:18][CH2:19][S:20][CH3:21].[NH2:25][C@@H:26]([CH2:30][CH2:31][OH:32])[C:27]([OH:29])=[O:28], predict the reaction product. The product is: [C:4](=[O:5])=[O:3].[NH2:16][C@H:17]([C:22]([OH:24])=[O:23])[CH2:18][CH2:19][S:20][CH3:21].[NH2:25][C@@H:26]([CH2:30][CH2:31][OH:32])[C:27]([OH:29])=[O:28]. (5) Given the reactants [CH3:1][N:2]1[CH:6]=[C:5]([C:7]2[C:8](=[O:13])[NH:9][CH:10]=[CH:11][N:12]=2)[CH:4]=[N:3]1.[H-].[Na+].Cl[CH2:17][C:18]1[CH:28]=[CH:27][C:21]2[N:22]=[C:23]([S:25][CH3:26])[S:24][C:20]=2[CH:19]=1, predict the reaction product. The product is: [CH3:1][N:2]1[CH:6]=[C:5]([C:7]2[C:8](=[O:13])[N:9]([CH2:17][C:18]3[CH:28]=[CH:27][C:21]4[N:22]=[C:23]([S:25][CH3:26])[S:24][C:20]=4[CH:19]=3)[CH:10]=[CH:11][N:12]=2)[CH:4]=[N:3]1.